This data is from Catalyst prediction with 721,799 reactions and 888 catalyst types from USPTO. The task is: Predict which catalyst facilitates the given reaction. (1) Reactant: [CH3:1][N:2]1[CH2:7][CH2:6][C:5](=O)[CH2:4][CH2:3]1.[CH2:9]([O:11][C:12]([CH:14]=P(C1C=CC=CC=1)(C1C=CC=CC=1)C1C=CC=CC=1)=[O:13])[CH3:10]. Product: [CH3:1][N:2]1[CH2:7][CH2:6][C:5](=[CH:14][C:12]([O:11][CH2:9][CH3:10])=[O:13])[CH2:4][CH2:3]1. The catalyst class is: 2. (2) Reactant: CCN=C=NCCCN(C)C.Cl.[CH3:13][S:14]([NH2:17])(=[O:16])=[O:15].[Cl:18][C:19]1[CH:20]=[CH:21][C:22]([O:38][CH2:39][C:40]2[CH:45]=[CH:44][C:43]([Cl:46])=[CH:42][C:41]=2[F:47])=[C:23]([CH:37]=1)[CH2:24][N:25]1[C:33]2[CH:32]=[CH:31][CH:30]=[C:29]([C:34](O)=[O:35])[C:28]=2[CH:27]=[CH:26]1. Product: [Cl:18][C:19]1[CH:20]=[CH:21][C:22]([O:38][CH2:39][C:40]2[CH:45]=[CH:44][C:43]([Cl:46])=[CH:42][C:41]=2[F:47])=[C:23]([CH:37]=1)[CH2:24][N:25]1[C:33]2[CH:32]=[CH:31][CH:30]=[C:29]([C:34]([NH:17][S:14]([CH3:13])(=[O:16])=[O:15])=[O:35])[C:28]=2[CH:27]=[CH:26]1. The catalyst class is: 79. (3) Reactant: [CH3:1][C:2]1([C:15]([O:17][CH2:18][CH3:19])=[O:16])[CH2:7][CH2:6][N:5]([C:8](OC(C)(C)C)=O)[CH2:4][CH2:3]1.Cl.ClC1[CH:27]=[CH:26][N:25]=[CH:24][CH:23]=1.C(N(CC)CC)C. Product: [CH3:1][C:2]1([C:15]([O:17][CH2:18][CH3:19])=[O:16])[CH2:3][CH2:4][N:5]([C:8]2[CH:27]=[CH:26][N:25]=[CH:24][CH:23]=2)[CH2:6][CH2:7]1. The catalyst class is: 89. (4) Reactant: P(Cl)(Cl)(Cl)=O.[Br:6][C:7]1[N:11]([CH3:12])[N:10]=[CH:9][C:8]=1[C:13]1[N:14]=[CH:15][N:16]2[C:21]=1[C:20](=O)[NH:19][CH:18]=[N:17]2.C([N:26]([CH2:30][CH3:31])[CH:27](C)C)(C)C.N1CCC1. Product: [N:26]1([C:20]2[C:21]3=[C:13]([C:8]4[CH:9]=[N:10][N:11]([CH3:12])[C:7]=4[Br:6])[N:14]=[CH:15][N:16]3[N:17]=[CH:18][N:19]=2)[CH2:27][CH2:31][CH2:30]1. The catalyst class is: 11. (5) Reactant: [ClH:1].[C:2]1([C:7]2[N:12]=[C:11]3[CH2:13][CH2:14][CH2:15][C:10]3=[C:9]([NH:16][C:17]3[CH:22]=[CH:21][C:20]([CH2:23][C:24]([NH2:26])=[O:25])=[CH:19][CH:18]=3)[CH:8]=2)[CH2:6][CH2:5][CH2:4][CH:3]=1. Product: [ClH:1].[CH:2]1([C:7]2[N:12]=[C:11]3[CH2:13][CH2:14][CH2:15][C:10]3=[C:9]([NH:16][C:17]3[CH:22]=[CH:21][C:20]([CH2:23][C:24]([NH2:26])=[O:25])=[CH:19][CH:18]=3)[CH:8]=2)[CH2:3][CH2:4][CH2:5][CH2:6]1. The catalyst class is: 29. (6) Reactant: [C:1]([O:5][C:6](=[O:23])[C@H:7]([NH:14][CH2:15][CH2:16][CH2:17][C:18]([O:20]CC)=[O:19])[C:8]1[CH:13]=[CH:12][CH:11]=[CH:10][CH:9]=1)([CH3:4])([CH3:3])[CH3:2].[OH-].[Na+].Cl. Product: [C:1]([O:5][C:6](=[O:23])[C@H:7]([NH:14][CH2:15][CH2:16][CH2:17][C:18]([OH:20])=[O:19])[C:8]1[CH:9]=[CH:10][CH:11]=[CH:12][CH:13]=1)([CH3:4])([CH3:2])[CH3:3]. The catalyst class is: 5. (7) Reactant: O.[NH2:2][NH2:3].C[O:5][C:6](=O)[C:7]([NH:9][C:10]1[CH:11]=[CH:12][C:13]([O:16][CH:17]2[CH2:20][CH:19]([C:21]([O:23][CH2:24][CH2:25][C:26]3[CH:31]=[CH:30][CH:29]=[CH:28][CH:27]=3)=[O:22])[CH2:18]2)=[N:14][CH:15]=1)=[O:8]. Product: [NH:2]([C:6](=[O:5])[C:7]([NH:9][C:10]1[CH:11]=[CH:12][C:13]([O:16][CH:17]2[CH2:20][CH:19]([C:21]([O:23][CH2:24][CH2:25][C:26]3[CH:27]=[CH:28][CH:29]=[CH:30][CH:31]=3)=[O:22])[CH2:18]2)=[N:14][CH:15]=1)=[O:8])[NH2:3]. The catalyst class is: 8. (8) Reactant: [N:1]1[C:11]2[N:10]([C:12](=O)[CH2:13][C:14]#[N:15])[C:9]3[CH:17]=[CH:18][CH:19]=[CH:20][C:8]=3[CH2:7][CH2:6][C:5]=2[CH:4]=[CH:3][CH:2]=1.B.C1COCC1.Cl.[OH-].[Na+]. Product: [N:1]1[C:11]2[N:10]([CH2:12][CH2:13][CH2:14][NH2:15])[C:9]3[CH:17]=[CH:18][CH:19]=[CH:20][C:8]=3[CH2:7][CH2:6][C:5]=2[CH:4]=[CH:3][CH:2]=1. The catalyst class is: 1.